From a dataset of Catalyst prediction with 721,799 reactions and 888 catalyst types from USPTO. Predict which catalyst facilitates the given reaction. (1) Reactant: C(OC([NH:11][C@H:12]([C:14]1[N:15]=[C:16]2[CH:21]=[CH:20][CH:19]=[C:18]([C:22]([O:24][CH3:25])=[O:23])[N:17]2[C:26]=1[C:27]1[CH:32]=[CH:31][CH:30]=[CH:29][CH:28]=1)[CH3:13])=O)C1C=CC=CC=1.CSC. Product: [NH2:11][C@H:12]([C:14]1[N:15]=[C:16]2[CH:21]=[CH:20][CH:19]=[C:18]([C:22]([O:24][CH3:25])=[O:23])[N:17]2[C:26]=1[C:27]1[CH:28]=[CH:29][CH:30]=[CH:31][CH:32]=1)[CH3:13]. The catalyst class is: 67. (2) Reactant: Br.[NH2:2][C:3]1[C:4]([OH:18])=[C:5]([C:9]2[CH:14]=[CH:13][CH:12]=[C:11]([C:15]([OH:17])=[O:16])[CH:10]=2)[CH:6]=[CH:7][CH:8]=1.[N:19]([O-])=O.[Na+].[CH3:23][C:24]1([CH3:40])[CH2:32][C:31]2[C:26](=[CH:27][CH:28]=[C:29]([N:33]3[C:37](=[O:38])[CH2:36][C:35]([CH3:39])=[N:34]3)[CH:30]=2)[CH2:25]1.C(=O)(O)[O-].[Na+]. Product: [CH3:23][C:24]1([CH3:40])[CH2:32][C:31]2[C:26](=[CH:27][CH:28]=[C:29]([N:33]3[C:37](=[O:38])[C:36](=[N:19][NH:2][C:3]4[C:4]([OH:18])=[C:5]([C:9]5[CH:14]=[CH:13][CH:12]=[C:11]([C:15]([OH:17])=[O:16])[CH:10]=5)[CH:6]=[CH:7][CH:8]=4)[C:35]([CH3:39])=[N:34]3)[CH:30]=2)[CH2:25]1. The catalyst class is: 33. (3) The catalyst class is: 2. Reactant: [O:1]([C:8]1[CH:13]=[CH:12][C:11]([C:14]2[N:15]=[C:16]([N:22]3[CH2:27][CH2:26][NH:25][CH2:24][CH2:23]3)[S:17][C:18]=2[C:19]([NH2:21])=[O:20])=[CH:10][CH:9]=1)[C:2]1[CH:7]=[CH:6][CH:5]=[CH:4][CH:3]=1.[C:28](Cl)(=[O:31])[CH:29]=[CH2:30]. Product: [C:28]([N:25]1[CH2:26][CH2:27][N:22]([C:16]2[S:17][C:18]([C:19]([NH2:21])=[O:20])=[C:14]([C:11]3[CH:12]=[CH:13][C:8]([O:1][C:2]4[CH:7]=[CH:6][CH:5]=[CH:4][CH:3]=4)=[CH:9][CH:10]=3)[N:15]=2)[CH2:23][CH2:24]1)(=[O:31])[CH:29]=[CH2:30]. (4) Reactant: [O:1]1[CH2:6][CH2:5][N:4]([C:7]2[C:8]([NH2:26])=[N:9][C:10]3[C:15]([CH:16]=2)=[CH:14][C:13](B2OC(C)(C)C(C)(C)O2)=[CH:12][CH:11]=3)[CH2:3][CH2:2]1.Br[C:28]1[C:33]([CH3:34])=[CH:32][CH:31]=[CH:30][C:29]=1[C:35]1[C:44]2[C:39](=[CH:40][CH:41]=[CH:42][CH:43]=2)[CH2:38][CH2:37][N:36]=1.P([O-])([O-])([O-])=O.[K+].[K+].[K+].C1(P(C2CCCCC2)C2C=CC=CC=2C2C(C(C)C)=CC(C(C)C)=CC=2C(C)C)CCCCC1. Product: [C:35]1([C:29]2[CH:30]=[CH:31][CH:32]=[C:33]([CH3:34])[C:28]=2[C:13]2[CH:14]=[C:15]3[C:10](=[CH:11][CH:12]=2)[N:9]=[C:8]([NH2:26])[C:7]([N:4]2[CH2:3][CH2:2][O:1][CH2:6][CH2:5]2)=[CH:16]3)[C:44]2[C:39](=[CH:40][CH:41]=[CH:42][CH:43]=2)[CH2:38][CH2:37][N:36]=1. The catalyst class is: 552.